Task: Regression. Given two drug SMILES strings and cell line genomic features, predict the synergy score measuring deviation from expected non-interaction effect.. Dataset: NCI-60 drug combinations with 297,098 pairs across 59 cell lines (1) Drug 1: CC12CCC3C(C1CCC2O)C(CC4=C3C=CC(=C4)O)CCCCCCCCCS(=O)CCCC(C(F)(F)F)(F)F. Drug 2: C(CCl)NC(=O)N(CCCl)N=O. Cell line: HCT116. Synergy scores: CSS=16.5, Synergy_ZIP=-6.11, Synergy_Bliss=-1.64, Synergy_Loewe=5.22, Synergy_HSA=1.75. (2) Drug 1: CN1CCC(CC1)COC2=C(C=C3C(=C2)N=CN=C3NC4=C(C=C(C=C4)Br)F)OC. Drug 2: CC1=C(C(=CC=C1)Cl)NC(=O)C2=CN=C(S2)NC3=CC(=NC(=N3)C)N4CCN(CC4)CCO. Cell line: KM12. Synergy scores: CSS=-3.98, Synergy_ZIP=2.51, Synergy_Bliss=1.06, Synergy_Loewe=-0.923, Synergy_HSA=-2.06. (3) Drug 1: CNC(=O)C1=CC=CC=C1SC2=CC3=C(C=C2)C(=NN3)C=CC4=CC=CC=N4. Drug 2: C1=NNC2=C1C(=O)NC=N2. Cell line: SK-MEL-2. Synergy scores: CSS=1.19, Synergy_ZIP=3.39, Synergy_Bliss=5.73, Synergy_Loewe=-0.731, Synergy_HSA=0.694. (4) Drug 1: CC1=C2C(C(=O)C3(C(CC4C(C3C(C(C2(C)C)(CC1OC(=O)C(C(C5=CC=CC=C5)NC(=O)OC(C)(C)C)O)O)OC(=O)C6=CC=CC=C6)(CO4)OC(=O)C)O)C)O. Drug 2: C1CCC(C(C1)N)N.C(=O)(C(=O)[O-])[O-].[Pt+4]. Cell line: SF-295. Synergy scores: CSS=41.5, Synergy_ZIP=-11.0, Synergy_Bliss=-6.30, Synergy_Loewe=-3.21, Synergy_HSA=-0.977.